Dataset: Cav3 T-type calcium channel HTS with 100,875 compounds. Task: Binary Classification. Given a drug SMILES string, predict its activity (active/inactive) in a high-throughput screening assay against a specified biological target. (1) The molecule is S(=O)(=O)(N(CC(=O)Nc1c(SC)cccc1)c1cc(OC)c(OC)cc1)C. The result is 0 (inactive). (2) The result is 0 (inactive). The compound is S(=O)(=O)(N1CCN(CC1)c1c(F)cccc1)c1ccc(OCC(OC)=O)cc1. (3) The drug is s1c(CCNC(=O)C2ON=C(C2)c2cc([N+]([O-])=O)ccc2)ccc1. The result is 0 (inactive). (4) The compound is s1c2n(c(c3ccccc3)c1)c(=O)cc(OC)n2. The result is 0 (inactive). (5) The drug is O1c2c(OC1)ccc(C(=O)N(Cc1ccccc1)C)c2. The result is 0 (inactive). (6) The compound is O1CCN(CC23CC4(CC(C2)(CC(C3)C4)C)C)CC1. The result is 0 (inactive). (7) The compound is o1c(C(=O)N(CCC#N)c2ccccc2)ccc1. The result is 0 (inactive). (8) The drug is S(=O)(=O)(N1CCCc2c1c(O)ccc2)c1sccc1. The result is 0 (inactive). (9) The drug is Clc1c(C2n3[nH]cnc3=NC(=C2C(=O)C)C)ccc(Cl)c1. The result is 0 (inactive). (10) The drug is S(=O)(=O)(N1CCN(CC1)C(=O)N(c1ccc(cc1)C)C)c1cc2c(cc1)cccc2. The result is 0 (inactive).